Dataset: Catalyst prediction with 721,799 reactions and 888 catalyst types from USPTO. Task: Predict which catalyst facilitates the given reaction. (1) Reactant: [O:1]1C[C:2]21[CH:8]1[CH2:9][CH2:10][N:5]([CH2:6][CH2:7]1)[CH2:4]2.B. Product: [N:5]12[CH2:10][CH2:9][CH:8]([CH2:7][CH2:6]1)[C:2](=[O:1])[CH2:4]2. The catalyst class is: 334. (2) Reactant: [OH:1][C@@H:2]1[CH2:7][CH2:6][C@H:5]([NH:8][C:9]2[CH:17]=[CH:16][C:15]([N+:18]([O-:20])=[O:19])=[CH:14][C:10]=2[C:11]([OH:13])=O)[CH2:4][CH2:3]1.[CH:21]1([CH2:27][NH2:28])[CH2:26][CH2:25][CH2:24][CH2:23][CH2:22]1.Cl.C(N=C=N)C.ON1C2C=CC=CC=2N=N1. Product: [CH:21]1([CH2:27][NH:28][C:11](=[O:13])[C:10]2[CH:14]=[C:15]([N+:18]([O-:20])=[O:19])[CH:16]=[CH:17][C:9]=2[NH:8][C@H:5]2[CH2:4][CH2:3][C@@H:2]([OH:1])[CH2:7][CH2:6]2)[CH2:26][CH2:25][CH2:24][CH2:23][CH2:22]1. The catalyst class is: 9. (3) Reactant: [CH2:1]([C:4]([C:28]1[S:32][C:31]([C:33](O)=[O:34])=[CH:30][CH:29]=1)([CH2:8][O:9][C:10]1[CH:15]=[C:14]([CH3:16])[C:13]([C:17]2[CH:22]=[CH:21][C:20]([C:23]([F:26])([F:25])[F:24])=[CH:19][CH:18]=2)=[C:12]([CH3:27])[CH:11]=1)[CH2:5][CH:6]=[CH2:7])[CH:2]=[CH2:3].Cl.[CH3:37][O:38][C:39](=[O:43])[CH2:40][CH2:41][NH2:42].O.ON1C2C=CC=CC=2N=N1.C(N(CC)C(C)C)(C)C.Cl.CN(C)CCCN=C=NCC. Product: [CH3:37][O:38][C:39](=[O:43])[CH2:40][CH2:41][NH:42][C:33]([C:31]1[S:32][C:28]([C:4]([CH2:5][CH:6]=[CH2:7])([CH2:8][O:9][C:10]2[CH:11]=[C:12]([CH3:27])[C:13]([C:17]3[CH:18]=[CH:19][C:20]([C:23]([F:24])([F:26])[F:25])=[CH:21][CH:22]=3)=[C:14]([CH3:16])[CH:15]=2)[CH2:1][CH:2]=[CH2:3])=[CH:29][CH:30]=1)=[O:34]. The catalyst class is: 18. (4) Reactant: [OH-].[Na+].C[O:4][C:5](=[O:17])[C:6]1[CH:11]=[C:10]([OH:12])[CH:9]=[C:8]([O:13][CH:14]([CH3:16])[CH3:15])[CH:7]=1. Product: [OH:12][C:10]1[CH:9]=[C:8]([O:13][CH:14]([CH3:16])[CH3:15])[CH:7]=[C:6]([CH:11]=1)[C:5]([OH:17])=[O:4]. The catalyst class is: 5. (5) Reactant: F[CH2:2][CH2:3][N:4]1[CH2:7][CH:6]([NH:8][C:9]2[CH:14]=[CH:13][C:12]([NH:15][C:16]3[N:21]=[C:20]([NH:22][C:23]4[CH:24]=[C:25]([NH:29][C:30](=[O:33])[CH:31]=[CH2:32])[CH:26]=[CH:27][CH:28]=4)[C:19]([C:34]([F:37])([F:36])[F:35])=[CH:18][N:17]=3)=[C:11]([O:38][CH3:39])[CH:10]=2)[CH2:5]1.FC(F)(F)C(O)=[O:43]. Product: [C:3]([N:4]1[CH2:7][CH:6]([NH:8][C:9]2[CH:14]=[CH:13][C:12]([NH:15][C:16]3[N:21]=[C:20]([NH:22][C:23]4[CH:24]=[C:25]([NH:29][C:30](=[O:33])[CH:31]=[CH2:32])[CH:26]=[CH:27][CH:28]=4)[C:19]([C:34]([F:36])([F:35])[F:37])=[CH:18][N:17]=3)=[C:11]([O:38][CH3:39])[CH:10]=2)[CH2:5]1)(=[O:43])[CH3:2]. The catalyst class is: 12. (6) Reactant: [Br:1][C:2]1[CH:7]=[CH:6][C:5]([C:8]2[CH2:9][CH2:10][CH2:11][N:12]=2)=[CH:4][C:3]=1[F:13].[BH3-]C#N.[Na+].C(O)(=O)C. Product: [Br:1][C:2]1[CH:7]=[CH:6][C:5]([CH:8]2[CH2:9][CH2:10][CH2:11][NH:12]2)=[CH:4][C:3]=1[F:13]. The catalyst class is: 5. (7) Reactant: [C:1]1([CH3:11])[CH:6]=[CH:5][C:4]([S:7]([OH:10])(=[O:9])=[O:8])=[CH:3][CH:2]=1.[CH:12]1([NH:15][C:16](=[O:42])[C:17]2[CH:22]=[CH:21][C:20]([CH3:23])=[C:19]([N:24]3[C:33](=[O:34])[C:32]4[C:27](=[CH:28][CH:29]=[C:30]([N:35]5[CH2:40][CH2:39][N:38]([CH3:41])[CH2:37][CH2:36]5)[CH:31]=4)[N:26]=[CH:25]3)[CH:18]=2)[CH2:14][CH2:13]1. Product: [C:1]1([CH3:11])[CH:2]=[CH:3][C:4]([S:7]([OH:10])(=[O:8])=[O:9])=[CH:5][CH:6]=1.[CH:12]1([NH:15][C:16](=[O:42])[C:17]2[CH:22]=[CH:21][C:20]([CH3:23])=[C:19]([N:24]3[C:33](=[O:34])[C:32]4[C:27](=[CH:28][CH:29]=[C:30]([N:35]5[CH2:36][CH2:37][N:38]([CH3:41])[CH2:39][CH2:40]5)[CH:31]=4)[N:26]=[CH:25]3)[CH:18]=2)[CH2:14][CH2:13]1. The catalyst class is: 13. (8) Reactant: Br[C:2]1[S:3][C:4]([CH3:7])=[CH:5][CH:6]=1.[CH2:8]([C:11]1[CH:16]=[CH:15][C:14]([C:17]2[CH:22]=[C:21]([F:23])[C:20](B(O)O)=[C:19]([F:27])[CH:18]=2)=[CH:13][CH:12]=1)[CH2:9][CH3:10].C(=O)([O-])[O-].[Na+].[Na+]. Product: [F:23][C:21]1[CH:22]=[C:17]([C:14]2[CH:15]=[CH:16][C:11]([CH2:8][CH2:9][CH3:10])=[CH:12][CH:13]=2)[CH:18]=[C:19]([F:27])[C:20]=1[C:2]1[S:3][C:4]([CH3:7])=[CH:5][CH:6]=1. The catalyst class is: 335. (9) Reactant: [N:1]([C@H:4]1[C@H:19](O)[CH2:18][C@@H:17](/[C:21](/[CH3:29])=[CH:22]/[C:23]2[N:24]=[C:25]([CH3:28])[S:26][CH:27]=2)[O:16][C:15](=[O:30])[CH2:14][C@H:13]([OH:31])[C:12]([CH3:33])([CH3:32])[C:11](=[O:34])[C@H:10]([CH3:35])[C@@H:9]([OH:36])[C@@H:8]([CH3:37])[CH2:7][CH2:6][CH2:5]1)=[N+]=[N-].N([C@H]1C[C@@H](/C(/C)=C/C2N=C(C)SC=2)OC(=O)C[C@H](O)C(C)(C)C(=O)[C@H](C)[C@@H](O)[C@@H](C)CCC[C@@H]1O)=[N+]=[N-].C1(P(C2C=CC=CC=2)C2C=CC=CC=2)C=CC=CC=1. Product: [OH:31][C@@H:13]1[C:12]([CH3:33])([CH3:32])[C:11](=[O:34])[C@H:10]([CH3:35])[C@@H:9]([OH:36])[C@@H:8]([CH3:37])[CH2:7][CH2:6][CH2:5][C@@H:4]2[C@@H:19]([NH:1]2)[CH2:18][C@@H:17](/[C:21](/[CH3:29])=[CH:22]/[C:23]2[N:24]=[C:25]([CH3:28])[S:26][CH:27]=2)[O:16][C:15](=[O:30])[CH2:14]1. The catalyst class is: 10.